From a dataset of Full USPTO retrosynthesis dataset with 1.9M reactions from patents (1976-2016). Predict the reactants needed to synthesize the given product. (1) The reactants are: [F:1][C:2]([F:37])([F:36])[C:3]1[CH:4]=[C:5]([CH:29]=[C:30]([C:32]([F:35])([F:34])[F:33])[CH:31]=1)[CH2:6][NH:7][CH2:8][C:9]1[CH:10]=[C:11]2[N:26]=[C:25]([CH3:27])[N:24]([CH3:28])[C:12]2=[N:13][C:14]=1[N:15]([CH2:20][CH:21]1[CH2:23][CH2:22]1)[CH2:16][CH:17]1[CH2:19][CH2:18]1.C(=O)(O)[O-].[Na+].[N:43]#[C:44]Br. Given the product [CH:17]1([CH2:16][N:15]([CH2:20][CH:21]2[CH2:23][CH2:22]2)[C:14]2[N:13]=[C:12]3[N:24]([CH3:28])[C:25]([CH3:27])=[N:26][C:11]3=[CH:10][C:9]=2[CH2:8][N:7]([CH2:6][C:5]2[CH:29]=[C:30]([C:32]([F:33])([F:35])[F:34])[CH:31]=[C:3]([C:2]([F:36])([F:1])[F:37])[CH:4]=2)[C:44]#[N:43])[CH2:18][CH2:19]1, predict the reactants needed to synthesize it. (2) The reactants are: [OH:1][C:2]([CH:5]1[CH2:9][N:8]([C:10]2[CH:11]=[N:12][N:13]3[CH2:18][C@H:17]([CH3:19])[N:16]([C:20](OC(C)(C)C)=[O:21])[CH2:15][C:14]=23)[C:7](=[O:27])[CH2:6]1)([CH3:4])[CH3:3].C[C@H]1CN2N=CC(N3CCCC3=O)=C2CN1C(OC(C)(C)C)=O.[F:51][C:52]1[CH:53]=[C:54]([NH:60]C(=O)OC2C=CC=CC=2)[CH:55]=[C:56]([F:59])[C:57]=1[F:58].FC(F)C1C=C(NC(=O)OC2C=CC=CC=2)C=CN=1. Given the product [OH:1][C:2]([CH:5]1[CH2:9][N:8]([C:10]2[CH:11]=[N:12][N:13]3[CH2:18][C@H:17]([CH3:19])[N:16]([C:20]([NH:60][C:54]4[CH:53]=[C:52]([F:51])[C:57]([F:58])=[C:56]([F:59])[CH:55]=4)=[O:21])[CH2:15][C:14]=23)[C:7](=[O:27])[CH2:6]1)([CH3:4])[CH3:3], predict the reactants needed to synthesize it. (3) Given the product [I:12][C:9]1[CH:10]=[C:11]2[C:6](=[CH:7][CH:8]=1)[N:5]=[CH:4][N:3]=[C:2]2[NH:26][C:15]1[CH:16]=[CH:17][C:18]([N:20]2[CH2:25][CH2:24][O:23][CH2:22][CH2:21]2)=[CH:19][C:14]=1[CH3:13], predict the reactants needed to synthesize it. The reactants are: Cl[C:2]1[C:11]2[C:6](=[CH:7][CH:8]=[C:9]([I:12])[CH:10]=2)[N:5]=[CH:4][N:3]=1.[CH3:13][C:14]1[CH:19]=[C:18]([N:20]2[CH2:25][CH2:24][O:23][CH2:22][CH2:21]2)[CH:17]=[CH:16][C:15]=1[NH2:26].